From a dataset of Reaction yield outcomes from USPTO patents with 853,638 reactions. Predict the reaction yield, written as a fraction of the theoretical maximum amount of product (1.0 means a 100% yield; for example, 0.34 means a 34% yield). (1) The reactants are COC1C=CC(C[N:8](CC2C=CC(OC)=CC=2)[C:9]2[N:14]=[CH:13][C:12]([C:15]3[C:16]4[CH2:29][CH2:28][N:27]([C:30]5[CH:38]=[CH:37][C:33]([C:34](O)=[O:35])=[CH:32][CH:31]=5)[C:17]=4[N:18]=[C:19]([N:21]4[CH2:26][CH2:25][O:24][CH2:23][CH2:22]4)[N:20]=3)=[CH:11][N:10]=2)=CC=1.[CH3:50][N:51]([CH3:55])[CH2:52][CH2:53][NH2:54]. No catalyst specified. The product is [NH2:8][C:9]1[N:14]=[CH:13][C:12]([C:15]2[C:16]3[CH2:29][CH2:28][N:27]([C:30]4[CH:38]=[CH:37][C:33]([C:34]([NH:54][CH2:53][CH2:52][N:51]([CH3:55])[CH3:50])=[O:35])=[CH:32][CH:31]=4)[C:17]=3[N:18]=[C:19]([N:21]3[CH2:22][CH2:23][O:24][CH2:25][CH2:26]3)[N:20]=2)=[CH:11][N:10]=1. The yield is 0.550. (2) The reactants are CC1C=CC(S(O)(=O)=O)=CC=1.[F:12][C:13]1[CH:18]=[CH:17][C:16]([C:19]2[O:20][C:21]3[CH:31]=[CH:30][C:29]([OH:32])=[C:28]([CH2:33][C:34]([CH3:36])=[CH2:35])[C:22]=3[C:23]=2[C:24]([O:26][CH3:27])=[O:25])=[CH:15][CH:14]=1. The catalyst is C1(C)C=CC=CC=1.CCOC(C)=O. The product is [F:12][C:13]1[CH:18]=[CH:17][C:16]([C:19]2[O:20][C:21]3[CH:31]=[CH:30][C:29]4[O:32][C:34]([CH3:36])([CH3:35])[CH2:33][C:28]=4[C:22]=3[C:23]=2[C:24]([O:26][CH3:27])=[O:25])=[CH:15][CH:14]=1. The yield is 0.600.